The task is: Predict the reactants needed to synthesize the given product.. This data is from Full USPTO retrosynthesis dataset with 1.9M reactions from patents (1976-2016). (1) Given the product [CH2:20]([N:22]([CH2:28][CH3:29])[C:23]([O:24][CH2:25][O:18][C:17]([C:9]1[NH:10][C:11]2[C:16]([C:8]=1[NH:7][C:4]1[CH:5]=[CH:6][N:1]=[CH:2][CH:3]=1)=[CH:15][CH:14]=[CH:13][CH:12]=2)=[O:19])=[O:27])[CH3:21], predict the reactants needed to synthesize it. The reactants are: [N:1]1[CH:6]=[CH:5][C:4]([NH:7][C:8]2[C:16]3[C:11](=[CH:12][CH:13]=[CH:14][CH:15]=3)[NH:10][C:9]=2[C:17]([OH:19])=[O:18])=[CH:3][CH:2]=1.[CH2:20]([N:22]([CH2:28][CH3:29])[C:23](=[O:27])[O:24][CH2:25]Cl)[CH3:21].C([O-])([O-])=O.[K+].[K+]. (2) Given the product [NH2:15][C@H:12]1[CH2:13][CH2:14][C@H:9]([O:8][C:3]2[C:2]([C:21]3[CH:20]=[CH:19][C:18]([C:32]4[CH:37]=[N:36][C:35]([NH2:38])=[N:34][CH:33]=4)=[C:17]([F:16])[CH:22]=3)=[CH:7][CH:6]=[CH:5][N:4]=2)[CH2:10][CH2:11]1, predict the reactants needed to synthesize it. The reactants are: Br[C:2]1[C:3]([O:8][C@H:9]2[CH2:14][CH2:13][C@H:12]([NH2:15])[CH2:11][CH2:10]2)=[N:4][CH:5]=[CH:6][CH:7]=1.[F:16][C:17]1[CH:22]=[C:21](B2OC(C)(C)C(C)(C)O2)[CH:20]=[CH:19][C:18]=1[C:32]1[CH:33]=[N:34][C:35]([NH2:38])=[N:36][CH:37]=1. (3) Given the product [NH2:8][C:5]1[CH:6]=[CH:7][C:2]([CH3:1])=[C:3]([NH:11][C:12]([N:14]=[S:15]([CH3:18])([CH3:17])=[O:16])=[O:13])[CH:4]=1, predict the reactants needed to synthesize it. The reactants are: [CH3:1][C:2]1[CH:7]=[CH:6][C:5]([N+:8]([O-])=O)=[CH:4][C:3]=1[NH:11][C:12]([N:14]=[S:15]([CH3:18])([CH3:17])=[O:16])=[O:13].NC1C=CC(NC(N=S(C)(C)=O)=O)=CC=1. (4) Given the product [F:33][C:24]([F:23])([F:32])[C:25](=[O:26])[CH:10]([CH3:11])[C:9]([C:6]1[CH:7]=[N:8][C:37]([O:36][CH3:35])=[CH:39][CH:5]=1)=[O:12], predict the reactants needed to synthesize it. The reactants are: COC1[N:8]=[CH:7][C:6]([C:9](=[O:12])[CH2:10][CH3:11])=[CH:5]C=1.[Li+].C[Si]([N-][Si](C)(C)C)(C)C.[F:23][C:24]([F:33])([F:32])[C:25](N1C=CN=C1)=[O:26].C[CH2:35][O:36][C:37]([CH3:39])=O. (5) Given the product [CH:1]1([CH2:4][O:5][C:6]2[CH:33]=[CH:32][C:9]([CH2:10][O:11][C:12]3[CH:20]=[CH:19][C:18]4[N:17]5[CH2:21][CH2:22][CH:23]([CH2:24][C:25]([OH:27])=[O:26])[C:16]5=[CH:15][C:14]=4[CH:13]=3)=[CH:8][C:7]=2[C:34]([F:37])([F:35])[F:36])[CH2:3][CH2:2]1, predict the reactants needed to synthesize it. The reactants are: [CH:1]1([CH2:4][O:5][C:6]2[CH:33]=[CH:32][C:9]([CH2:10][O:11][C:12]3[CH:20]=[CH:19][C:18]4[N:17]5[CH2:21][CH2:22][CH:23]([CH2:24][C:25]([O:27]C(C)(C)C)=[O:26])[C:16]5=[CH:15][C:14]=4[CH:13]=3)=[CH:8][C:7]=2[C:34]([F:37])([F:36])[F:35])[CH2:3][CH2:2]1.C1(OC)C=CC=CC=1.C(O)(C(F)(F)F)=O. (6) Given the product [CH2:36]([O:35][C:28]1[CH:27]=[C:24]([CH:23]=[C:22]([O:21][CH2:19][CH3:20])[C:29]=1[N:30]1[CH:34]=[N:33][CH:32]=[N:31]1)[CH2:25][N:1]1[CH2:2][CH2:3][CH:4]([NH:7][C:8]2[O:9][C:10]3[C:11]([CH2:17][OH:18])=[N:12][CH:13]=[CH:14][C:15]=3[N:16]=2)[CH2:5][CH2:6]1)[CH3:37], predict the reactants needed to synthesize it. The reactants are: [NH:1]1[CH2:6][CH2:5][CH:4]([NH:7][C:8]2[O:9][C:10]3[C:11]([CH2:17][OH:18])=[N:12][CH:13]=[CH:14][C:15]=3[N:16]=2)[CH2:3][CH2:2]1.[CH2:19]([O:21][C:22]1[CH:23]=[C:24]([CH:27]=[C:28]([O:35][CH2:36][CH3:37])[C:29]=1[N:30]1[CH:34]=[N:33][CH:32]=[N:31]1)[CH:25]=O)[CH3:20].C([BH3-])#N.[Na+].C(N(C(C)C)C(C)C)C.